This data is from Forward reaction prediction with 1.9M reactions from USPTO patents (1976-2016). The task is: Predict the product of the given reaction. (1) Given the reactants Cl[C:2]1[CH:7]=[CH:6][N:5]2[N:8]=[C:9]([NH:11][C:12]3[CH:17]=[CH:16][C:15]([S:18]([CH3:21])(=[O:20])=[O:19])=[CH:14][C:13]=3[O:22][CH2:23][C:24]([F:27])([F:26])[F:25])[N:10]=[C:4]2[CH:3]=1.[F:28][C:29]1[CH:34]=[CH:33][C:32]([C@@H:35]([CH3:48])[C:36]([NH:38][C:39]2[CH:44]=[CH:43][C:42](B(O)O)=[CH:41][CH:40]=2)=[O:37])=[CH:31][CH:30]=1, predict the reaction product. The product is: [F:28][C:29]1[CH:30]=[CH:31][C:32]([C@@H:35]([CH3:48])[C:36]([NH:38][C:39]2[CH:40]=[CH:41][C:42]([C:2]3[CH:7]=[CH:6][N:5]4[N:8]=[C:9]([NH:11][C:12]5[CH:17]=[CH:16][C:15]([S:18]([CH3:21])(=[O:20])=[O:19])=[CH:14][C:13]=5[O:22][CH2:23][C:24]([F:27])([F:26])[F:25])[N:10]=[C:4]4[CH:3]=3)=[CH:43][CH:44]=2)=[O:37])=[CH:33][CH:34]=1. (2) Given the reactants [CH:1]([S:14][CH2:15][CH2:16]Br)([C:8]1[CH:13]=[CH:12][CH:11]=[CH:10][CH:9]=1)[C:2]1[CH:7]=[CH:6][CH:5]=[CH:4][CH:3]=1.[C:18]1([CH2:24][CH2:25][CH2:26][N:27]2[CH2:32][CH2:31][NH:30][CH2:29][CH2:28]2)[CH:23]=[CH:22][CH:21]=[CH:20][CH:19]=1.C([O-])([O-])=O.[K+].[K+], predict the reaction product. The product is: [CH:1]([S:14][CH2:15][CH2:16][N:30]1[CH2:31][CH2:32][N:27]([CH2:26][CH2:25][CH2:24][C:18]2[CH:23]=[CH:22][CH:21]=[CH:20][CH:19]=2)[CH2:28][CH2:29]1)([C:8]1[CH:13]=[CH:12][CH:11]=[CH:10][CH:9]=1)[C:2]1[CH:7]=[CH:6][CH:5]=[CH:4][CH:3]=1. (3) Given the reactants [Cl-].[Al+3].[Cl-].[Cl-].[C:5](Cl)(=[O:7])[CH3:6].[Cl:9][C:10]1[CH:15]=[C:14]([O:16][CH3:17])[CH:13]=[C:12]([Cl:18])[CH:11]=1.C([O-])(O)=O.[Na+], predict the reaction product. The product is: [Cl:9][C:10]1[CH:15]=[C:14]([O:16][CH3:17])[CH:13]=[C:12]([Cl:18])[C:11]=1[C:5](=[O:7])[CH3:6]. (4) The product is: [CH3:24][N:23]([CH3:25])[C:21]([C:4]1[N:5]([C:15]2[CH:20]=[CH:19][CH:18]=[CH:17][CH:16]=2)[C:6]2[C:11]([C:12](=[O:13])[C:3]=1[CH2:2][NH:1][C:37]([C:34]1[S:33][C:32]([N:26]3[CH2:31][CH2:30][O:29][CH2:28][CH2:27]3)=[N:36][CH:35]=1)=[O:38])=[CH:10][CH:9]=[C:8]([Cl:14])[CH:7]=2)=[O:22]. Given the reactants [NH2:1][CH2:2][C:3]1[C:12](=[O:13])[C:11]2[C:6](=[CH:7][C:8]([Cl:14])=[CH:9][CH:10]=2)[N:5]([C:15]2[CH:20]=[CH:19][CH:18]=[CH:17][CH:16]=2)[C:4]=1[C:21]([N:23]([CH3:25])[CH3:24])=[O:22].[N:26]1([C:32]2[S:33][C:34]([C:37](O)=[O:38])=[CH:35][N:36]=2)[CH2:31][CH2:30][O:29][CH2:28][CH2:27]1, predict the reaction product.